Dataset: Full USPTO retrosynthesis dataset with 1.9M reactions from patents (1976-2016). Task: Predict the reactants needed to synthesize the given product. Given the product [F:1][C:2]1[CH:14]=[CH:13][C:5]([C:6]2[S:21][N:24]=[N:25][C:8]=2[C:9]([O:11][CH3:12])=[O:10])=[CH:4][CH:3]=1, predict the reactants needed to synthesize it. The reactants are: [F:1][C:2]1[CH:14]=[CH:13][C:5]([C:6]([CH2:8][C:9]([O:11][CH3:12])=[O:10])=O)=[CH:4][CH:3]=1.C1(C)C=CC([S:21]([N:24]=[N+:25]=[N-])(=O)=O)=CC=1.C(N(CC)CC)C.COC1C=CC(P2(SP(C3C=CC(OC)=CC=3)(=S)S2)=S)=CC=1.